From a dataset of Forward reaction prediction with 1.9M reactions from USPTO patents (1976-2016). Predict the product of the given reaction. (1) Given the reactants [OH:1][C:2]1[C:7]([O:8][CH3:9])=[C:6]([O:10][CH3:11])[CH:5]=[CH:4][C:3]=1[C:12]1[CH:20]=[CH:19][CH:18]=[C:17]2[C:13]=1[CH2:14][CH2:15][C:16]2=[O:21].C1(P(C2C=CC=CC=2)C2C=CC=CC=2)C=CC=CC=1.CC(OC(/N=N/C(OC(C)C)=O)=O)C.[C:55]([Si:59]([CH2:72][O:73][C:74]1([CH2:77]O)[CH2:76][CH2:75]1)([C:66]1[CH:71]=[CH:70][CH:69]=[CH:68][CH:67]=1)[C:60]1[CH:65]=[CH:64][CH:63]=[CH:62][CH:61]=1)([CH3:58])([CH3:57])[CH3:56], predict the reaction product. The product is: [Si:59]([CH2:72][O:73][C:74]1([CH2:77][O:1][C:2]2[C:7]([O:8][CH3:9])=[C:6]([O:10][CH3:11])[CH:5]=[CH:4][C:3]=2[C:12]2[CH:20]=[CH:19][CH:18]=[C:17]3[C:13]=2[CH2:14][CH2:15][C:16]3=[O:21])[CH2:76][CH2:75]1)([C:55]([CH3:58])([CH3:56])[CH3:57])([C:60]1[CH:61]=[CH:62][CH:63]=[CH:64][CH:65]=1)[C:66]1[CH:71]=[CH:70][CH:69]=[CH:68][CH:67]=1. (2) Given the reactants [CH3:1][O:2][C:3](=[O:14])[CH2:4][C:5]1[CH:10]=[C:9]([Br:11])[C:8]([OH:12])=[C:7]([Br:13])[CH:6]=1.C(N(CC)CC)C.F[B-](F)(F)F.[CH:27]([C:30]1[CH:31]=[C:32]([I+][C:32]2[CH:33]=[CH:34][C:35]([O:36][CH3:37])=[C:30]([CH:27]([CH3:29])[CH3:28])[CH:31]=2)[CH:33]=[CH:34][C:35]=1[O:36][CH3:37])([CH3:29])[CH3:28], predict the reaction product. The product is: [CH3:1][O:2][C:3](=[O:14])[CH2:4][C:5]1[CH:6]=[C:7]([Br:13])[C:8]([O:12][C:32]2[CH:33]=[CH:34][C:35]([O:36][CH3:37])=[C:30]([CH:27]([CH3:29])[CH3:28])[CH:31]=2)=[C:9]([Br:11])[CH:10]=1. (3) Given the reactants F[C:2]1[CH:3]=[CH:4][C:5]([C:8]([NH2:10])=[O:9])=[N:6][CH:7]=1.[O:11]1CCO[CH:12]1[C:16]1[CH:21]=[CH:20][C:19]([OH:22])=[C:18]([O:23][CH3:24])[CH:17]=1, predict the reaction product. The product is: [CH:12]([C:16]1[CH:21]=[CH:20][C:19]([O:22][C:2]2[CH:3]=[CH:4][C:5]([C:8]([NH2:10])=[O:9])=[N:6][CH:7]=2)=[C:18]([O:23][CH3:24])[CH:17]=1)=[O:11].